From a dataset of Full USPTO retrosynthesis dataset with 1.9M reactions from patents (1976-2016). Predict the reactants needed to synthesize the given product. Given the product [Cl:1][C:2]1[N:6]2[N:7]=[C:8]([C:11]3[CH:16]=[CH:15][C:14]([F:17])=[CH:13][CH:12]=3)[CH2:9][CH2:10][C:5]2=[N:4][N:3]=1, predict the reactants needed to synthesize it. The reactants are: [Cl:1][C:2]1[N:6]2[N:7]=[C:8]([C:11]3[CH:16]=[CH:15][C:14]([F:17])=[CH:13][CH:12]=3)[CH:9]=[CH:10][C:5]2=[N:4][N:3]=1.